The task is: Binary Classification. Given a miRNA mature sequence and a target amino acid sequence, predict their likelihood of interaction.. This data is from Experimentally validated miRNA-target interactions with 360,000+ pairs, plus equal number of negative samples. (1) The miRNA is ath-miR1888a with sequence UAAGUUAAGAUUUGUGAAGAA. The protein sequence of the target gene is MVSWIWRRLRGKKRSVMAFCLLMVLSAVAVIHFPPGHPASTPGLNPMEPRGEVGASDPRIQQTLNSSLRQPARNLGHWTGQALPRNPILVCAKKQSRRRQVDRSRHPLSVRRDAILSAQDRELLLEGEVRDAGGAALGQPGHNGLVQETQSKTVTMVVPLTERSHESFQAQRDTAAASFRPWPADGRDPLPGAKNGVLTGGKAGSATSGSEAPWWSSSAEDLQKSPWCGTETPGLAGTAAWGQVPPWFMEHDAQTLRLLVHGKVVGKARVPAHGQVLQVGLSAGDALQDISPLRLSQFCS.... Result: 0 (no interaction). (2) The miRNA is hsa-miR-4287 with sequence UCUCCCUUGAGGGCACUUU. The protein sequence of the target gene is MTLLGSEHSLLIRSKFRSVLQLRLQQRRTQEQLANQGIIPPLKRPAEFHEQRKHLDSDKAKNSLKRKARNRCNSADLVNMHILQASTAERSIPTAQMKLKRARLADDLNEKIALRPGPLELVEKNILPVDSAVKEAIKGNQVSFSKSTDAFAFEEDSSSDGLSPDQTRSEDPQNSAGSPPDAKASDTPSTGSLGTNQDLASGSENDRNDSASQPSHQSDAGKQGLGPPSTPIAVHAAVKSKSLGDSKNRHKKPKDPKPKVKKLKYHQYIPPDQKAEKSPPPMDSAYARLLQQQQLFLQLQ.... Result: 1 (interaction). (3) The miRNA is hsa-miR-5706 with sequence UUCUGGAUAACAUGCUGAAGCU. The protein sequence of the target gene is MDRVYEIPEEPNVDPVSSLEEDVIRGANPRFTFPFSILFSTFLYCGEAASALYMVRIYRKNSETYWMTYTFSFFMFSSIMVQLTLIFVHRDLAKDKPLSLFMHLILLGPVIRCLEAMIKYLTLWKKEEQEEPYVSLTRKKMLIDGEEVLIEWEVGHSIRTLAMHRNAYKRMSQIQAFLGSVPQLTYQLYVSLISAEVPLGRVVLMVFSLVSVTYGATLCNMLAIQIKYDDYKIRLGPLEVLCITIWRTLEITSRLLILVLFSATLKLKAVPFLVLNFLIILFEPWIKFWRSGAQMPNNIE.... Result: 0 (no interaction). (4) Result: 0 (no interaction). The protein sequence of the target gene is MASKKFAVKCGNFAVLVDLHILPQGSNKDTSWFSEQKKEEVCLLLKETIDSRVQEYLEVRKQHRPSNAEFTRSNPLSLKGYGFQITAYFLKRGIRLRCIRSTQNAELCVFPDRFVVCVSQLAFSRDLLASQNEDLTERVLHGVSDYFAECAESSLPPSAKLRRNALKEIVKRTETKSSVTSKSQTRRDTVETSSDSVIAEIARRRNDGQASSSPPSESMGQAKDSIKAAESHWGLPVQKLEKVNQTQPEDTSGQQKPHPGERLKTGLLSRSPVCSCESASPCPKQSPRVAKTQQKRRNCS.... The miRNA is hsa-miR-4485-5p with sequence ACCGCCUGCCCAGUGA. (5) The miRNA is hsa-miR-4693-5p with sequence AUACUGUGAAUUUCACUGUCACA. The protein sequence of the target gene is MVAPWRVSVRVCLSHLRCFELRQGLSLLRPSECPRDARLCWLLLGTLPKVVSLCGDVGEGAPDVLSRRRVRCSGAAGAGPAESLPRAGPLGGVFLHLRLWLRAGALLVKFFPLLLLYPLTYLAPSVSTLWLHLLLKATETSGPTYIKLGQWASTRRDLFSEAFCAQFSKLHVRVTPHPWTHTERFLRQAFGDDWGSILSFENREPVGSGCVAQVYKAYANTAFLETDSVQRLGRASCLPPFSHTGAVGGLRELFGYLGNGRKPPENLADQSFLERLLLPKADLVGSNAGVSRAQVPGHQP.... Result: 0 (no interaction). (6) The miRNA is hsa-miR-7107-3p with sequence UGGUCUGUUCAUUCUCUCUUUUUGGCC. The protein sequence of the target gene is MSMSANTMIFMILGASIVMAIACLMDMNALLDRFHNYILPHLRGEDRVCHCNCGRHHIHYVIPYDGDQSVVDASENYFVTDNVTKQEIDLMLGLLLGFCISWFLVWMDGVLHCAVRAWRAGRRYDGSWTWLPKLCSLRELGRRPHRPFEEPTGNMVHVKQKLYHNGHPSPRHL. Result: 0 (no interaction).